From a dataset of Reaction yield outcomes from USPTO patents with 853,638 reactions. Predict the reaction yield, written as a fraction of the theoretical maximum amount of product (1.0 means a 100% yield; for example, 0.34 means a 34% yield). (1) The reactants are [C:1]1([S:7]([N:10]2[C:14]3=[N:15][CH:16]=[CH:17][C:18]([C:19]4[CH:24]=[CH:23][C:22]([S:25]([N:28]5[CH2:32][CH2:31][CH2:30][CH2:29]5)(=[O:27])=[O:26])=[CH:21][CH:20]=4)=[C:13]3[CH:12]=[C:11]2[CH2:33][OH:34])(=[O:9])=[O:8])[CH:6]=[CH:5][CH:4]=[CH:3][CH:2]=1.[CH3:35][S:36](O[S:36]([CH3:35])(=[O:38])=[O:37])(=[O:38])=[O:37]. The catalyst is C(Cl)Cl. The product is [CH3:35][S:36]([O:34][CH2:33][C:11]1[N:10]([S:7]([C:1]2[CH:2]=[CH:3][CH:4]=[CH:5][CH:6]=2)(=[O:9])=[O:8])[C:14]2=[N:15][CH:16]=[CH:17][C:18]([C:19]3[CH:24]=[CH:23][C:22]([S:25]([N:28]4[CH2:32][CH2:31][CH2:30][CH2:29]4)(=[O:27])=[O:26])=[CH:21][CH:20]=3)=[C:13]2[CH:12]=1)(=[O:38])=[O:37]. The yield is 0.840. (2) The reactants are [Cl:1][C:2]1[CH:3]=[C:4]([C:13]2[C:17]([CH2:18][N:19]([CH3:31])[CH2:20][CH2:21][N:22](C)[C:23](=O)OC(C)(C)C)=[CH:16][N:15](C3CCCCO3)[N:14]=2)[CH:5]=[C:6]([Cl:12])[C:7]=1[O:8][CH:9]([CH3:11])[CH3:10].O.[C:39]([OH:45])([C:41]([F:44])([F:43])[F:42])=[O:40].CC#N. The catalyst is Cl. The product is [F:42][C:41]([F:44])([F:43])[C:39]([OH:45])=[O:40].[F:42][C:41]([F:44])([F:43])[C:39]([OH:45])=[O:40].[Cl:1][C:2]1[CH:3]=[C:4]([C:13]2[C:17]([CH2:18][N:19]([CH3:31])[CH2:20][CH2:21][NH:22][CH3:23])=[CH:16][NH:15][N:14]=2)[CH:5]=[C:6]([Cl:12])[C:7]=1[O:8][CH:9]([CH3:11])[CH3:10]. The yield is 0.470.